This data is from Full USPTO retrosynthesis dataset with 1.9M reactions from patents (1976-2016). The task is: Predict the reactants needed to synthesize the given product. (1) Given the product [OH:2][C:3]1[CH:4]=[C:5]([CH:26]=[O:27])[C:6]2[O:10][C:9]([C:11]3[CH:12]=[CH:13][C:14]([OH:17])=[CH:15][CH:16]=3)=[C:8]([C:19]3[CH:24]=[CH:23][CH:22]=[CH:21][CH:20]=3)[C:7]=2[CH:25]=1, predict the reactants needed to synthesize it. The reactants are: C[O:2][C:3]1[CH:4]=[C:5]([CH:26]=[O:27])[C:6]2[O:10][C:9]([C:11]3[CH:16]=[CH:15][C:14]([O:17]C)=[CH:13][CH:12]=3)=[C:8]([C:19]3[CH:24]=[CH:23][CH:22]=[CH:21][CH:20]=3)[C:7]=2[CH:25]=1.C1CCCCC=1.B(F)(F)F.S(C)C.C([O-])(O)=O.[Na+]. (2) Given the product [Cl:1][C:2]1[CH:3]=[CH:4][C:5]([N:8]2[C:16]([NH:17][CH:20]3[CH2:25][CH2:24][CH2:23][CH2:22][CH2:21]3)=[C:15]3[C:10]([CH:11]=[C:12]([F:19])[C:13]([F:18])=[CH:14]3)=[N:9]2)=[CH:6][CH:7]=1, predict the reactants needed to synthesize it. The reactants are: [Cl:1][C:2]1[CH:7]=[CH:6][C:5]([N:8]2[C:16]([NH2:17])=[C:15]3[C:10]([CH:11]=[C:12]([F:19])[C:13]([F:18])=[CH:14]3)=[N:9]2)=[CH:4][CH:3]=1.[C:20]1(=O)[CH2:25][CH2:24][CH2:23][CH2:22][CH2:21]1.C(O[BH-](OC(=O)C)OC(=O)C)(=O)C.[Na+].C(O)(=O)C. (3) The reactants are: [CH3:1][N:2]([CH2:13][C:14]1[N:18]([CH2:19][CH:20]2[CH2:23][N:22](C(OC(C)(C)C)=O)[CH2:21]2)[C:17]2[CH:31]=[CH:32][CH:33]=[CH:34][C:16]=2[N:15]=1)[CH:3]1[C:12]2[N:11]=[CH:10][CH:9]=[CH:8][C:7]=2[CH2:6][CH2:5][CH2:4]1. Given the product [NH:22]1[CH2:21][CH:20]([CH2:19][N:18]2[C:17]3[CH:31]=[CH:32][CH:33]=[CH:34][C:16]=3[N:15]=[C:14]2[CH2:13][N:2]([CH3:1])[CH:3]2[C:12]3[N:11]=[CH:10][CH:9]=[CH:8][C:7]=3[CH2:6][CH2:5][CH2:4]2)[CH2:23]1, predict the reactants needed to synthesize it. (4) Given the product [F:13][C:12]([F:15])([F:14])[C:4]1[CH:3]=[C:2]([C:19]2[CH:18]=[C:17]([F:16])[C:22]([F:23])=[C:21]([F:24])[CH:20]=2)[C:10]2[NH:9][C:8](=[O:11])[NH:7][C:6]=2[CH:5]=1, predict the reactants needed to synthesize it. The reactants are: Br[C:2]1[C:10]2[NH:9][C:8](=[O:11])[NH:7][C:6]=2[CH:5]=[C:4]([C:12]([F:15])([F:14])[F:13])[CH:3]=1.[F:16][C:17]1[CH:18]=[C:19](B(O)O)[CH:20]=[C:21]([F:24])[C:22]=1[F:23].C(COC)OC.